From a dataset of Forward reaction prediction with 1.9M reactions from USPTO patents (1976-2016). Predict the product of the given reaction. (1) The product is: [F:21][C:22]1[CH:38]=[CH:37][C:25]([C:26]([N:28]2[CH2:33][CH2:32][CH2:31][C@H:30]([C:34]3[O:35][CH:2]=[C:3]([C:5]4[N:6]([S:11]([C:14]5[CH:19]=[CH:18][C:17]([CH3:20])=[CH:16][CH:15]=5)(=[O:13])=[O:12])[CH:7]=[C:8]([F:10])[CH:9]=4)[N:36]=3)[CH2:29]2)=[O:27])=[CH:24][CH:23]=1. Given the reactants Br[CH2:2][C:3]([C:5]1[N:6]([S:11]([C:14]2[CH:19]=[CH:18][C:17]([CH3:20])=[CH:16][CH:15]=2)(=[O:13])=[O:12])[CH:7]=[C:8]([F:10])[CH:9]=1)=O.[F:21][C:22]1[CH:38]=[CH:37][C:25]([C:26]([N:28]2[CH2:33][CH2:32][CH2:31][C@H:30]([C:34]([NH2:36])=[O:35])[CH2:29]2)=[O:27])=[CH:24][CH:23]=1.C(N(CC)CC)C.FC1C=CC(C(Cl)=O)=CC=1, predict the reaction product. (2) Given the reactants [Cl:1][C:2]1[CH:7]=[CH:6][C:5](/[CH:8]=[CH:9]/[C:10]2(C(C3CCCCO3)=O)[C:18]3[C:13](=[CH:14][CH:15]=[C:16]([C:19]4[N:23]=[CH:22][N:21](C(C5C=CC=CC=5)(C5C=CC=CC=5)C5C=CC=CC=5)[N:20]=4)[CH:17]=3)[NH:12][NH:11]2)=[CH:4][CH:3]=1, predict the reaction product. The product is: [Cl:1][C:2]1[CH:7]=[CH:6][C:5](/[CH:8]=[CH:9]/[C:10]2[C:18]3[C:13](=[CH:14][CH:15]=[C:16]([C:19]4[N:23]=[CH:22][NH:21][N:20]=4)[CH:17]=3)[NH:12][N:11]=2)=[CH:4][CH:3]=1.